The task is: Predict the product of the given reaction.. This data is from Forward reaction prediction with 1.9M reactions from USPTO patents (1976-2016). Given the reactants CS(C)=O.C(Cl)(=O)C(Cl)=O.[CH3:11][O:12][C:13]1[CH:18]=[CH:17][C:16]([CH2:19][CH2:20][OH:21])=[CH:15][CH:14]=1.C(N(CC)CC)C, predict the reaction product. The product is: [CH3:11][O:12][C:13]1[CH:18]=[CH:17][C:16]([CH2:19][CH:20]=[O:21])=[CH:15][CH:14]=1.